Dataset: Catalyst prediction with 721,799 reactions and 888 catalyst types from USPTO. Task: Predict which catalyst facilitates the given reaction. (1) Reactant: [C:1]1([C:7]#[C:8][C:9]2[CH:14]=[CH:13][CH:12]=[CH:11][CH:10]=2)[CH:6]=[CH:5][CH:4]=[CH:3][CH:2]=1.O.C1(/C=C\C2C=CC=CC=2)C=CC=CC=1.C1(/C=C/C2C=CC=CC=2)C=CC=CC=1. Product: [C:1]1([CH2:7][CH2:8][C:9]2[CH:10]=[CH:11][CH:12]=[CH:13][CH:14]=2)[CH:6]=[CH:5][CH:4]=[CH:3][CH:2]=1. The catalyst class is: 13. (2) Reactant: C[Si](C)(C)[O:3][C@H:4]1[CH2:8][CH2:7][CH2:6][C@@H:5]1[NH:9][C:10](=[O:16])[O:11][C:12]([CH3:15])([CH3:14])[CH3:13].[F-].C([N+](CCCC)(CCCC)CCCC)CCC.O. Product: [OH:3][C@H:4]1[CH2:8][CH2:7][CH2:6][C@@H:5]1[NH:9][C:10](=[O:16])[O:11][C:12]([CH3:14])([CH3:13])[CH3:15]. The catalyst class is: 1. (3) Product: [Br:20][C:8]1[CH:9]=[C:10]2[C:5](=[CH:6][CH:7]=1)[N:4]([CH2:1][CH2:2][CH3:3])[C:16]1[CH:15]=[CH:14][C:13]([C:17](=[O:19])[CH3:18])=[CH:12][C:11]2=1. Reactant: [CH2:1]([N:4]1[C:16]2[CH:15]=[CH:14][C:13]([C:17](=[O:19])[CH3:18])=[CH:12][C:11]=2[C:10]2[C:5]1=[CH:6][CH:7]=[CH:8][CH:9]=2)[CH2:2][CH3:3].[Br:20]N1C(=O)CCC1=O. The catalyst class is: 68. (4) Reactant: [I:1][C:2]1[CH:3]=[C:4]([CH:8]=[CH:9][CH:10]=1)[C:5]([OH:7])=O.O[CH2:12][N:13]1C(=O)C2=CC=CC=C2C1=O. Product: [I:1][C:2]1[CH:3]=[C:4]2[C:8]([CH2:12][NH:13][C:5]2=[O:7])=[CH:9][CH:10]=1. The catalyst class is: 65. (5) Reactant: [CH:1]([C:4]1[CH:9]=[CH:8][CH:7]=[C:6]([CH:10]([CH3:12])[CH3:11])[C:5]=1[N:13]=[C:14]([C:16]1[CH:17]=[CH:18][C:19]2[C:20]3[CH:21]=[CH:22][CH:23]=[C:24]4[C:38]=3[C:28]([C:29]3[C:34]=2[C:33]=1[C:32]([C:35]([OH:37])=[O:36])=[CH:31][CH:30]=3)=[CH:27][CH:26]=[C:25]4[C:39]#[C:40][CH2:41][CH2:42][CH2:43][CH2:44]OS(C1C=CC(C)=CC=1)(=O)=O)[OH:15])([CH3:3])[CH3:2].[N-:56]=[N+:57]=[N-:58].[Na+]. Product: [CH:1]([C:4]1[CH:9]=[CH:8][CH:7]=[C:6]([CH:10]([CH3:12])[CH3:11])[C:5]=1[N:13]=[C:14]([C:16]1[CH:17]=[CH:18][C:19]2[C:20]3[CH:21]=[CH:22][CH:23]=[C:24]4[C:38]=3[C:28]([C:29]3[C:34]=2[C:33]=1[C:32]([C:35]([OH:37])=[O:36])=[CH:31][CH:30]=3)=[CH:27][CH:26]=[C:25]4[C:39]#[C:40][CH2:41][CH2:42][CH2:43][CH2:44][N:56]=[N+:57]=[N-:58])[OH:15])([CH3:3])[CH3:2]. The catalyst class is: 3. (6) Reactant: [CH2:1]([O:8][C:9](=[O:18])[NH:10][C@@H:11]([CH:15]([CH3:17])[CH3:16])[CH2:12][CH:13]=O)[C:2]1[CH:7]=[CH:6][CH:5]=[CH:4][CH:3]=1.[CH3:19][C:20]1([CH3:41])[O:24][C@@H:23]2[C@@H:25]([CH2:38][NH:39][CH3:40])[O:26][C@@H:27]([N:28]3[CH:36]=[N:35][C:34]4[C:29]3=[N:30][CH:31]=[N:32][C:33]=4[NH2:37])[C@@H:22]2[O:21]1.[BH-](OC(C)=O)(OC(C)=O)OC(C)=O.[Na+]. Product: [CH2:1]([O:8][C:9](=[O:18])[NH:10][C@@H:11]([CH:15]([CH3:17])[CH3:16])[CH2:12][CH2:13][N:39]([CH2:38][C@@H:25]1[C@@H:23]2[C@@H:22]([O:21][C:20]([CH3:41])([CH3:19])[O:24]2)[C@H:27]([N:28]2[CH:36]=[N:35][C:34]3[C:29]2=[N:30][CH:31]=[N:32][C:33]=3[NH2:37])[O:26]1)[CH3:40])[C:2]1[CH:7]=[CH:6][CH:5]=[CH:4][CH:3]=1. The catalyst class is: 26. (7) Reactant: [Cl:1][C:2]1[CH:7]=[CH:6][N:5]=[C:4]2[N:8]([Si:11]([CH:18]([CH3:20])[CH3:19])([CH:15]([CH3:17])[CH3:16])[CH:12]([CH3:14])[CH3:13])[CH:9]=[CH:10][C:3]=12.[Li]C(CC)C.Cl[C:27]([O:29][CH2:30][CH3:31])=[O:28]. Product: [Cl:1][C:2]1[C:7]([C:27]([O:29][CH2:30][CH3:31])=[O:28])=[CH:6][N:5]=[C:4]2[N:8]([Si:11]([CH:15]([CH3:17])[CH3:16])([CH:18]([CH3:20])[CH3:19])[CH:12]([CH3:13])[CH3:14])[CH:9]=[CH:10][C:3]=12. The catalyst class is: 1. (8) Reactant: Br[C:2]1[CH:3]=[C:4]([CH:9]=[CH:10][CH:11]=1)[CH2:5][N:6]([CH3:8])[CH3:7].[C:12]([O:16][CH2:17][CH3:18])(=[O:15])[CH:13]=[CH2:14].C1(C)C=CC=CC=1P(C1C=CC=CC=1C)C1C=CC=CC=1C.CCN(CC)CC. Product: [CH2:17]([O:16][C:12](=[O:15])/[CH:13]=[CH:14]/[C:2]1[CH:11]=[CH:10][CH:9]=[C:4]([CH2:5][N:6]([CH3:8])[CH3:7])[CH:3]=1)[CH3:18]. The catalyst class is: 318. (9) Reactant: [CH:1]1[C:10]2[C:5](=[CH:6][CH:7]=[CH:8][CH:9]=2)[CH:4]=[CH:3][C:2]=1[S:11][CH2:12][CH:13]1[CH2:17][O:16][C:15](=[O:18])[CH2:14]1.[OH:19]OS([O-])=O.[K+].[OH2:25]. Product: [CH:1]1[C:10]2[C:5](=[CH:6][CH:7]=[CH:8][CH:9]=2)[CH:4]=[CH:3][C:2]=1[S:11]([CH2:12][CH:13]1[CH2:17][O:16][C:15](=[O:18])[CH2:14]1)(=[O:19])=[O:25]. The catalyst class is: 12.